Dataset: Forward reaction prediction with 1.9M reactions from USPTO patents (1976-2016). Task: Predict the product of the given reaction. Given the reactants C1(P(C2C=CC=CC=2)C2C=CC3C(=CC=CC=3)C=2C2C3C(=CC=CC=3)C=CC=2P(C2C=CC=CC=2)C2C=CC=CC=2)C=CC=CC=1.Br[C:48]1[CH:64]=[C:63]([O:65][CH3:66])[C:51]([C:52]([NH:54][CH2:55][C:56]2[CH:61]=[CH:60][C:59]([Cl:62])=[CH:58][CH:57]=2)=[O:53])=[C:50]([F:67])[CH:49]=1.[NH:68]1[CH2:73][CH2:72][O:71][CH2:70][CH2:69]1.CC(C)([O-])C.[Na+], predict the reaction product. The product is: [Cl:62][C:59]1[CH:60]=[CH:61][C:56]([CH2:55][NH:54][C:52](=[O:53])[C:51]2[C:63]([O:65][CH3:66])=[CH:64][C:48]([N:68]3[CH2:73][CH2:72][O:71][CH2:70][CH2:69]3)=[CH:49][C:50]=2[F:67])=[CH:57][CH:58]=1.